This data is from Full USPTO retrosynthesis dataset with 1.9M reactions from patents (1976-2016). The task is: Predict the reactants needed to synthesize the given product. (1) Given the product [Cl:41][C:42]1[CH:43]=[C:44]([CH:53]([CH3:55])[CH3:54])[C:45]2[O:49][C:48]([S:50][CH2:26][CH2:25][CH2:24][N:21]3[CH2:20][CH2:19][N:18]([CH2:17][C:16]([NH:15][C:5]4[C:6]([CH:12]([CH3:13])[CH3:14])=[CH:7][CH:8]=[C:9]([O:10][CH3:11])[C:4]=4[CH:1]([CH3:2])[CH3:3])=[O:28])[CH2:23][CH2:22]3)=[N:47][C:46]=2[C:51]=1[CH3:52], predict the reactants needed to synthesize it. The reactants are: [CH:1]([C:4]1[C:9]([O:10][CH3:11])=[CH:8][CH:7]=[C:6]([CH:12]([CH3:14])[CH3:13])[C:5]=1[NH:15][C:16](=[O:28])[CH2:17][N:18]1[CH2:23][CH2:22][N:21]([CH2:24][CH2:25][CH2:26]O)[CH2:20][CH2:19]1)([CH3:3])[CH3:2].C(N(CC)CC)C.CS(Cl)(=O)=O.[Cl:41][C:42]1[CH:43]=[C:44]([CH:53]([CH3:55])[CH3:54])[C:45]2[O:49][C:48]([SH:50])=[N:47][C:46]=2[C:51]=1[CH3:52].C(=O)([O-])[O-].[K+].[K+].C1OCCOCCOCCOCCOCCOC1. (2) Given the product [CH3:1][N:2]([CH3:20])[C:3](=[O:19])[NH:4][C@H:5]([C:13]1[CH:18]=[CH:17][CH:16]=[CH:15][CH:14]=1)[C:6]([OH:8])=[O:7], predict the reactants needed to synthesize it. The reactants are: [CH3:1][N:2]([CH3:20])[C:3](=[O:19])[NH:4][C@H:5]([C:13]1[CH:18]=[CH:17][CH:16]=[CH:15][CH:14]=1)[C:6]([O:8]C(C)(C)C)=[O:7].C(O)(C(F)(F)F)=O. (3) Given the product [Br:25][C:24]1[CH:23]=[N:22][N:21]2[C:16]([N:15]([CH:43]3[CH2:42][CH2:14][NH:15][CH2:16][CH2:17]3)[CH3:14])=[CH:17][C:18]([C:26]3[CH:31]=[CH:30][CH:29]=[CH:28][C:27]=3[Cl:32])=[N:19][C:20]=12, predict the reactants needed to synthesize it. The reactants are: C(OC(N1CCC([CH2:14][NH:15][C:16]2[N:21]3[N:22]=[CH:23][C:24]([Br:25])=[C:20]3[N:19]=[C:18]([C:26]3[CH:31]=[CH:30][CH:29]=[CH:28][C:27]=3[Cl:32])[CH:17]=2)CC1)=O)(C)(C)C.S(=O)(=O)(O)O.O1[CH2:43][CH2:42]OCC1. (4) Given the product [F:3][CH:4]1[CH2:9][CH2:8][CH2:7][CH2:6][CH:5]1[C:10]1[C:11]2[S:17][C:16]([C:18]([O:20][CH3:21])=[O:19])=[CH:15][C:12]=2[N:13]([CH2:23][C:24]([O:26][CH3:27])=[O:25])[CH:14]=1, predict the reactants needed to synthesize it. The reactants are: [H-].[Na+].[F:3][CH:4]1[CH2:9][CH2:8][CH2:7][CH2:6][CH:5]1[C:10]1[C:11]2[S:17][C:16]([C:18]([O:20][CH3:21])=[O:19])=[CH:15][C:12]=2[NH:13][CH:14]=1.Br[CH2:23][C:24]([O:26][CH3:27])=[O:25].